Task: Predict the product of the given reaction.. Dataset: Forward reaction prediction with 1.9M reactions from USPTO patents (1976-2016) (1) Given the reactants C1(C2OC3=C(N)N=CC=C3C=2)C=CC=CC=1.[I:17][C:18]1[CH:23]=[N:22][C:21]([NH2:24])=[C:20]2[O:25][C:26]([C:28]3[CH:37]=[CH:36][CH:35]=[C:34]4[C:29]=3C=CN=C4)=[CH:27][C:19]=12, predict the reaction product. The product is: [I:17][C:18]1[CH:23]=[N:22][C:21]([NH2:24])=[C:20]2[O:25][C:26]([C:28]3[CH:37]=[CH:36][CH:35]=[CH:34][CH:29]=3)=[CH:27][C:19]=12. (2) Given the reactants [CH3:1][C:2]1([N:8]2[CH2:13][CH2:12][CH:11]([N:14]3[C@@H:18]4[CH2:19][CH2:20][CH2:21][CH2:22][C@H:17]4[NH:16][C:15]3=[O:23])[CH2:10][CH2:9]2)[CH2:7][CH2:6][NH:5][CH2:4][CH2:3]1.C(N(C(C)C)CC)(C)C.Cl[C:34]([O:36][CH:37]([CH3:39])[CH3:38])=[O:35].C([O-])(O)=O.[Na+], predict the reaction product. The product is: [O:23]=[C:15]1[N:14]([CH:11]2[CH2:12][CH2:13][N:8]([C:2]3([CH3:1])[CH2:7][CH2:6][N:5]([C:34]([O:36][CH:37]([CH3:39])[CH3:38])=[O:35])[CH2:4][CH2:3]3)[CH2:9][CH2:10]2)[C@@H:18]2[CH2:19][CH2:20][CH2:21][CH2:22][C@H:17]2[NH:16]1.